Dataset: Forward reaction prediction with 1.9M reactions from USPTO patents (1976-2016). Task: Predict the product of the given reaction. Given the reactants [CH2:1]([N:8]1[C:13](=[O:14])[C:12]([C:15]2[CH:20]=[CH:19][C:18]([F:21])=[CH:17][CH:16]=2)=[C:11]([C:22]2[CH:27]=[CH:26][C:25]([S:28]([NH2:31])(=[O:30])=[O:29])=[C:24]([F:32])[CH:23]=2)[CH:10]=[N:9]1)[C:2]1[CH:7]=[CH:6]C=CC=1.Br[CH2:34]C=C(C)C, predict the reaction product. The product is: [CH3:6][C:7]([CH3:34])=[CH:2][CH2:1][N:8]1[C:13](=[O:14])[C:12]([C:15]2[CH:20]=[CH:19][C:18]([F:21])=[CH:17][CH:16]=2)=[C:11]([C:22]2[CH:27]=[CH:26][C:25]([S:28]([NH2:31])(=[O:29])=[O:30])=[C:24]([F:32])[CH:23]=2)[CH:10]=[N:9]1.